The task is: Predict the product of the given reaction.. This data is from Forward reaction prediction with 1.9M reactions from USPTO patents (1976-2016). Given the reactants [C:1]([C:5]1[CH:30]=[CH:29][C:8]([O:9][C:10]2[CH:19]=[C:18]3[C:13]([CH:14]=[C:15]([C:26](O)=[O:27])[N:16]=[C:17]3[CH2:20][CH:21]3[CH2:25][CH2:24][CH2:23][CH2:22]3)=[CH:12][CH:11]=2)=[CH:7][CH:6]=1)([CH3:4])([CH3:3])[CH3:2].Cl.C[O:33][C:34](=[O:41])[C@@H:35]([NH2:40])[C:36]([CH3:39])([CH3:38])[CH3:37], predict the reaction product. The product is: [C:1]([C:5]1[CH:30]=[CH:29][C:8]([O:9][C:10]2[CH:19]=[C:18]3[C:13]([CH:14]=[C:15]([C:26]([NH:40][C@@H:35]([C:36]([CH3:39])([CH3:38])[CH3:37])[C:34]([OH:33])=[O:41])=[O:27])[N:16]=[C:17]3[CH2:20][CH:21]3[CH2:22][CH2:23][CH2:24][CH2:25]3)=[CH:12][CH:11]=2)=[CH:7][CH:6]=1)([CH3:4])([CH3:2])[CH3:3].